The task is: Binary Classification. Given a drug SMILES string, predict its activity (active/inactive) in a high-throughput screening assay against a specified biological target.. This data is from M1 muscarinic receptor antagonist screen with 61,756 compounds. (1) The result is 0 (inactive). The drug is O(c1ccc(Cn2c(O)cc(=O)[nH]c2=O)cc1)CCC. (2) The drug is O=C/1N(CC=C)C(=O)NC(=O)C1=C(\NCc1cc(OC)cc(OC)c1)C. The result is 0 (inactive). (3) The drug is S(CCC(NC(=O)CCN1C(=O)c2c(C1=O)cccc2)C(O)=O)C. The result is 0 (inactive).